Dataset: Forward reaction prediction with 1.9M reactions from USPTO patents (1976-2016). Task: Predict the product of the given reaction. (1) Given the reactants [NH2:1][C:2]1[CH:11]=[CH:10][C:5]([C:6]([O:8][CH3:9])=[O:7])=[C:4]([O:12][CH3:13])[CH:3]=1.[I:14]Cl, predict the reaction product. The product is: [NH2:1][C:2]1[C:11]([I:14])=[CH:10][C:5]([C:6]([O:8][CH3:9])=[O:7])=[C:4]([O:12][CH3:13])[CH:3]=1. (2) Given the reactants CCN(C(C)C)C(C)C.[CH3:10][O:11][C:12]1[CH:13]=[CH:14][CH:15]=[C:16]2[C:21]=1[O:20][C:19](=[O:22])[C:18]([C:23]([OH:25])=O)=[CH:17]2.CN(C(ON1N=NC2C=CC=NC1=2)=[N+](C)C)C.F[P-](F)(F)(F)(F)F.[N:50]1[CH:55]=[C:54]([C:56]2[CH:57]=[C:58]([NH2:62])[CH:59]=[CH:60][CH:61]=2)[CH:53]=[N:52][CH:51]=1, predict the reaction product. The product is: [N:50]1[CH:55]=[C:54]([C:56]2[CH:57]=[C:58]([NH:62][C:23]([C:18]3[C:19](=[O:22])[O:20][C:21]4[C:16]([CH:17]=3)=[CH:15][CH:14]=[CH:13][C:12]=4[O:11][CH3:10])=[O:25])[CH:59]=[CH:60][CH:61]=2)[CH:53]=[N:52][CH:51]=1. (3) Given the reactants [CH2:1]([C:6]1[CH:12]=[CH:11][C:9]([NH2:10])=[CH:8][CH:7]=1)[CH2:2][CH2:3][CH2:4][CH3:5].[CH3:13][CH:14]([C:20]([CH3:22])=O)[C:15](OCC)=[O:16], predict the reaction product. The product is: [OH:16][C:15]1[C:8]2[C:9](=[CH:11][CH:12]=[C:6]([CH2:1][CH2:2][CH2:3][CH2:4][CH3:5])[CH:7]=2)[N:10]=[C:20]([CH3:22])[C:14]=1[CH3:13]. (4) Given the reactants Cl.[CH2:2]([C:4]1[CH:5]=[C:6]([C:26]([OH:28])=[O:27])[C:7](=[O:25])[NH:8][C:9]=1[C:10]1[CH:11]=[C:12]2[C:16](=[CH:17][CH:18]=1)[N:15]([CH3:19])[C:14]([C@H:20]1[CH2:24][CH2:23][CH2:22][NH:21]1)=[CH:13]2)[CH3:3].[C:29]([O-])(O)=O.[Na+].C=O.[BH-](OC(C)=O)(OC(C)=O)OC(C)=O.[Na+], predict the reaction product. The product is: [CH2:2]([C:4]1[CH:5]=[C:6]([C:26]([OH:28])=[O:27])[C:7](=[O:25])[NH:8][C:9]=1[C:10]1[CH:11]=[C:12]2[C:16](=[CH:17][CH:18]=1)[N:15]([CH3:19])[C:14]([C@H:20]1[CH2:24][CH2:23][CH2:22][N:21]1[CH3:29])=[CH:13]2)[CH3:3]. (5) Given the reactants [Cl:1][C:2]1[S:6][C:5]([C:7]2[N:8]([CH2:17][C:18]3[CH:23]=[CH:22][CH:21]=[CH:20][C:19]=3[F:24])[C:9](=[O:16])[N:10]([CH2:12][C:13](O)=[O:14])[CH:11]=2)=[CH:4][CH:3]=1.C1C=CC2N(O)N=NC=2C=1.CCN=C=NCCCN(C)C.Cl.[F:47][C:48]([F:60])([F:59])[C:49]1[CH:50]=[C:51]([C:55]([NH2:58])([CH3:57])[CH3:56])[CH:52]=[CH:53][CH:54]=1, predict the reaction product. The product is: [Cl:1][C:2]1[S:6][C:5]([C:7]2[N:8]([CH2:17][C:18]3[CH:23]=[CH:22][CH:21]=[CH:20][C:19]=3[F:24])[C:9](=[O:16])[N:10]([CH2:12][C:13]([NH:58][C:55]([CH3:57])([C:51]3[CH:52]=[CH:53][CH:54]=[C:49]([C:48]([F:59])([F:60])[F:47])[CH:50]=3)[CH3:56])=[O:14])[CH:11]=2)=[CH:4][CH:3]=1. (6) Given the reactants Cl[C:2]1[N:7]2[CH:8]=[CH:9][N:10]=[C:6]2[N:5]=[C:4]([Cl:11])[C:3]=1[C:12]1[CH:17]=[CH:16][CH:15]=[CH:14][CH:13]=1.O.C1COCC1, predict the reaction product. The product is: [Cl:11][C:4]1[C:3]([C:12]2[CH:17]=[CH:16][CH:15]=[CH:14][CH:13]=2)=[CH:2][N:7]2[CH:8]=[CH:9][N:10]=[C:6]2[N:5]=1. (7) Given the reactants [CH3:1][C:2]1[S:6][C:5](=[NH:7])[N:4]([CH2:8][C:9]2[C:18]3[C:13](=[CH:14][CH:15]=[CH:16][CH:17]=3)[CH:12]=[CH:11][CH:10]=2)[CH:3]=1.[C:19]([O:23][C:24]([C:26]1[CH:34]=[CH:33][CH:32]=[CH:31][C:27]=1[C:28](O)=[O:29])=[O:25])([CH3:22])([CH3:21])[CH3:20].Cl.C(N=C=NCCCN(C)C)C.OC1C2N=NNC=2C=CC=1.C(N(CC)CC)C, predict the reaction product. The product is: [CH3:1][C:2]1[S:6]/[C:5](=[N:7]\[C:28]([C:27]2[CH:31]=[CH:32][CH:33]=[CH:34][C:26]=2[C:24]([O:23][C:19]([CH3:22])([CH3:21])[CH3:20])=[O:25])=[O:29])/[N:4]([CH2:8][C:9]2[C:18]3[C:13](=[CH:14][CH:15]=[CH:16][CH:17]=3)[CH:12]=[CH:11][CH:10]=2)[CH:3]=1. (8) Given the reactants [Cl:1][C:2]1[C:3]([O:12][C:13]2[CH:18]=[C:17]([O:19][CH2:20][CH2:21][O:22][CH3:23])[CH:16]=[CH:15][C:14]=2[CH2:24][CH2:25][CH2:26][OH:27])=[N:4][CH:5]=[C:6]([C:8]([F:11])([F:10])[F:9])[CH:7]=1.[CH3:28][CH:29]1[CH2:34][CH2:33][CH:32]([NH:35][S:36]([NH2:39])(=[O:38])=[O:37])[CH2:31][CH2:30]1.N12CCCN=C1CCCCC2.Cl.CN(C)[CH:54]=[O:55], predict the reaction product. The product is: [CH3:28][CH:29]1[CH2:34][CH2:33][CH:32]([NH:35][S:36]([NH:39][C:54](=[O:55])[O:27][CH2:26][CH2:25][CH2:24][C:14]2[CH:15]=[CH:16][C:17]([O:19][CH2:20][CH2:21][O:22][CH3:23])=[CH:18][C:13]=2[O:12][C:3]2[C:2]([Cl:1])=[CH:7][C:6]([C:8]([F:9])([F:11])[F:10])=[CH:5][N:4]=2)(=[O:38])=[O:37])[CH2:31][CH2:30]1.